This data is from Forward reaction prediction with 1.9M reactions from USPTO patents (1976-2016). The task is: Predict the product of the given reaction. (1) The product is: [OH:1][CH2:2][CH2:3][N:4]1[C:16]2[C:15]3[N:14]=[C:13]([NH:17][C:18]4[CH:23]=[C:22]([N:24]5[CH2:25][CH2:26][N:27]([CH3:30])[CH2:28][CH2:29]5)[CH:21]=[CH:20][C:19]=4[O:31][C:32]([F:33])([F:35])[F:34])[N:12]=[CH:11][C:10]=3[CH2:9][CH2:8][C:7]=2[C:6]([C:36]([NH2:40])=[O:38])=[N:5]1. Given the reactants [OH:1][CH2:2][CH2:3][N:4]1[C:16]2[C:15]3[N:14]=[C:13]([NH:17][C:18]4[CH:23]=[C:22]([N:24]5[CH2:29][CH2:28][N:27]([CH3:30])[CH2:26][CH2:25]5)[CH:21]=[CH:20][C:19]=4[O:31][C:32]([F:35])([F:34])[F:33])[N:12]=[CH:11][C:10]=3[CH2:9][CH2:8][C:7]=2[C:6]([C:36]([O-:38])=O)=[N:5]1.[K+].[N:40]1(C([O-])=O)C2C=CC=CC=2N=N1.[NH4+], predict the reaction product. (2) Given the reactants C(OC(N1CCC(=CC2ON=C(C)C=2)CC1)=O)(C)(C)C.C[Si]([CH2:25][N:26]1[N:30]=[N:29][C:28]([C:31]2[CH:36]=[CH:35][CH:34]=[C:33]([CH3:37])[CH:32]=2)=[N:27]1)(C)C.[CH3:38][C:39]1[N:44]=[C:43]([N:45]2[CH2:50][CH2:49][C:48](=O)[CH2:47][CH2:46]2)[C:42]([N+:52]([O-:54])=[O:53])=[CH:41][CH:40]=1, predict the reaction product. The product is: [CH3:38][C:39]1[N:44]=[C:43]([N:45]2[CH2:50][CH2:49][C:48](=[CH:25][N:26]3[N:30]=[N:29][C:28]([C:31]4[CH:36]=[CH:35][CH:34]=[C:33]([CH3:37])[CH:32]=4)=[N:27]3)[CH2:47][CH2:46]2)[C:42]([N+:52]([O-:54])=[O:53])=[CH:41][CH:40]=1. (3) The product is: [Br:33][C:30]1[CH:31]=[CH:32][C:27]([N:22]2[CH2:21][C@@H:20]([CH2:19][O:18][Si:1]([C:14]([CH3:15])([CH3:16])[CH3:17])([C:8]3[CH:9]=[CH:10][CH:11]=[CH:12][CH:13]=3)[C:2]3[CH:7]=[CH:6][CH:5]=[CH:4][CH:3]=3)[O:24][C:23]2=[O:25])=[N:28][CH:29]=1. Given the reactants [Si:1]([O:18][CH2:19][C@H:20]1[O:24][C:23](=[O:25])[NH:22][CH2:21]1)([C:14]([CH3:17])([CH3:16])[CH3:15])([C:8]1[CH:13]=[CH:12][CH:11]=[CH:10][CH:9]=1)[C:2]1[CH:7]=[CH:6][CH:5]=[CH:4][CH:3]=1.Br[C:27]1[CH:32]=[CH:31][C:30]([Br:33])=[CH:29][N:28]=1.C(=O)([O-])[O-].[Cs+].[Cs+].BrC1C=CC(N2CCOCC2=O)=NC=1, predict the reaction product. (4) Given the reactants [C:1]1([CH:7]([NH2:15])[CH2:8][C:9]2[CH:14]=[CH:13][CH:12]=[CH:11][CH:10]=2)[CH:6]=[CH:5][CH:4]=[CH:3][CH:2]=1.[Br:16][C:17]1[CH:22]=[CH:21][C:20]([CH:23]2[CH2:27][CH2:26][C:25](OC)=[N:24]2)=[CH:19][CH:18]=1, predict the reaction product. The product is: [Br:16][C:17]1[CH:18]=[CH:19][C:20]([CH:23]2[N:24]=[C:25]([NH:15][CH:7]([C:1]3[CH:6]=[CH:5][CH:4]=[CH:3][CH:2]=3)[CH2:8][C:9]3[CH:10]=[CH:11][CH:12]=[CH:13][CH:14]=3)[CH2:26][CH2:27]2)=[CH:21][CH:22]=1. (5) Given the reactants C([N:8]1[CH2:13][CH2:12][CH:11]([CH:14]=[CH:15][C:16]([O:18][CH2:19][CH3:20])=[O:17])[CH2:10][CH2:9]1)C1C=CC=CC=1.ClC(OC(Cl)C)=O, predict the reaction product. The product is: [NH:8]1[CH2:13][CH2:12][CH:11]([CH:14]=[CH:15][C:16]([O:18][CH2:19][CH3:20])=[O:17])[CH2:10][CH2:9]1. (6) Given the reactants [OH:1][C:2]1[CH:11]=[C:10]2[C:5]([C:6]([O:12][C:13]3[CH:14]=[C:15]4[C:19](=[CH:20][CH:21]=3)[NH:18][C:17]([CH3:22])=[CH:16]4)=[N:7][CH:8]=[N:9]2)=[CH:4][C:3]=1[O:23][CH3:24].C(=O)([O-])[O-].[K+].[K+].C1(C)C=CC(S([CH2:40][C@H:41]2[N:45]([CH3:46])[C:44](=[O:47])[CH2:43][CH2:42]2)(=O)=O)=CC=1, predict the reaction product. The product is: [CH3:24][O:23][C:3]1[CH:4]=[C:5]2[C:10](=[CH:11][C:2]=1[O:1][CH2:40][C@H:41]1[N:45]([CH3:46])[C:44](=[O:47])[CH2:43][CH2:42]1)[N:9]=[CH:8][N:7]=[C:6]2[O:12][C:13]1[CH:14]=[C:15]2[C:19](=[CH:20][CH:21]=1)[NH:18][C:17]([CH3:22])=[CH:16]2. (7) Given the reactants [CH2:1]([O:8][C:9]1[C:14](=[O:15])[CH:13]=[CH:12][N:11]([CH2:16][CH2:17][CH3:18])[C:10]=1[CH3:19])[C:2]1[CH:7]=[CH:6][CH:5]=[CH:4][CH:3]=1.C(OC(=O)C)(=[O:22])C.[Se](=O)=O.CO, predict the reaction product. The product is: [CH2:1]([O:8][C:9]1[C:14](=[O:15])[CH:13]=[CH:12][N:11]([CH2:16][CH2:17][CH3:18])[C:10]=1[CH:19]=[O:22])[C:2]1[CH:3]=[CH:4][CH:5]=[CH:6][CH:7]=1.